From a dataset of Reaction yield outcomes from USPTO patents with 853,638 reactions. Predict the reaction yield, written as a fraction of the theoretical maximum amount of product (1.0 means a 100% yield; for example, 0.34 means a 34% yield). (1) The reactants are [CH3:1][O:2][C:3]1[CH:8]=[C:7]([N+:9]([O-:11])=[O:10])[CH:6]=[CH:5][C:4]=1SC.O[O:15][S:16]([O-:18])=O.[K+].[CH3:20]O. The catalyst is C(#N)C.O. The product is [CH3:20][S:16]([C:4]1[CH:5]=[CH:6][C:7]([N+:9]([O-:11])=[O:10])=[CH:8][C:3]=1[O:2][CH3:1])(=[O:18])=[O:15]. The yield is 0.682. (2) The reactants are [F:1][C:2]1[C:3]([C:8]2([C:12]#[N:13])[CH2:11][CH2:10][CH2:9]2)=[N:4][CH:5]=[CH:6][CH:7]=1.[H-].[H-].[H-].[H-].[Li+].[Al+3]. The catalyst is C1COCC1. The product is [F:1][C:2]1[C:3]([C:8]2([CH2:12][NH2:13])[CH2:11][CH2:10][CH2:9]2)=[N:4][CH:5]=[CH:6][CH:7]=1. The yield is 0.880. (3) The reactants are [CH3:1][S:2][C:3](=[NH:5])[NH2:4].[OH-].[Na+].[CH3:8][C:9]([O:12][C:13](O[C:13]([O:12][C:9]([CH3:11])([CH3:10])[CH3:8])=[O:14])=[O:14])([CH3:11])[CH3:10].O. The catalyst is C(Cl)Cl. The product is [C:13]([NH:5][C:3](=[NH:4])[S:2][CH3:1])([O:12][C:9]([CH3:11])([CH3:10])[CH3:8])=[O:14]. The yield is 0.260. (4) The reactants are [NH:1]1[CH2:5][CH2:4][CH2:3][CH2:2]1.[Cl:6][C:7]1[CH:8]=[C:9]([N:13]=[C:14]=S)[CH:10]=[CH:11][CH:12]=1.CI.C(=O)([O-])[O-].[K+].[K+].[NH2:24][OH:25].O. The catalyst is C(Cl)Cl.C(O)C. The product is [Cl:6][C:7]1[CH:8]=[C:9]([NH:13][C:14]([N:1]2[CH2:5][CH2:4][CH2:3][CH2:2]2)=[N:24][OH:25])[CH:10]=[CH:11][CH:12]=1. The yield is 0.640.